This data is from Catalyst prediction with 721,799 reactions and 888 catalyst types from USPTO. The task is: Predict which catalyst facilitates the given reaction. (1) Reactant: [Cl:1][C:2]1[CH:16]=[CH:15][C:5]([O:6][CH:7]2[CH2:12][CH2:11][CH:10]([CH2:13]O)[CH2:9][CH2:8]2)=[CH:4][CH:3]=1.CCN(CC)CC.CS(Cl)(=O)=O.[N-:29]=[N+:30]=[N-:31].[Na+]. Product: [Cl:1][C:2]1[CH:16]=[CH:15][C:5]([O:6][CH:7]2[CH2:12][CH2:11][CH:10]([CH2:13][N:29]=[N+:30]=[N-:31])[CH2:9][CH2:8]2)=[CH:4][CH:3]=1. The catalyst class is: 2. (2) Reactant: C([C:3]1[CH:11]=[CH:10][C:9]2[N:8](CC)[C:7]3[CH2:14][CH2:15][CH2:16][C:6]=3[C:5]=2[CH:4]=1)#N.CC(C[AlH]C[CH:23]([CH3:25])C)C.[C:26](C(C(C([O-])=O)O)O)([O-])=[O:27].[K+].[Na+]. Product: [CH2:23]([C:16]1[C:6]2[C:7]([N:8]=[C:9]3[C:5]=2[CH:4]=[CH:3][CH:11]=[C:10]3[CH:26]=[O:27])=[CH:14][CH:15]=1)[CH3:25]. The catalyst class is: 4. (3) Product: [Cl:1][C:2]1[CH:11]=[C:6]([CH2:7][OH:8])[C:5]([O:12][CH3:13])=[CH:4][C:3]=1[OH:14]. Reactant: [Cl:1][C:2]1[C:3]([OH:14])=[CH:4][C:5]([O:12][CH3:13])=[C:6]([CH:11]=1)[C:7](OC)=[O:8].[H-].[Al+3].[Li+].[H-].[H-].[H-].C([C@@H]([C@H](C([O-])=O)O)O)([O-])=O.C(OCC)(=O)C. The catalyst class is: 1. (4) Reactant: C[O:2][C:3](=[O:19])[CH:4]([C:6]1[CH:11]=[CH:10][C:9]([O:12][C:13]2[CH:18]=[CH:17][CH:16]=[CH:15][CH:14]=2)=[CH:8][CH:7]=1)Br.[CH:20]1([SH:25])[CH2:24][CH2:23][CH2:22][CH2:21]1.[NH2:26][C:27]1[S:28][CH:29]=[CH:30][N:31]=1. Product: [CH:20]1([S:25][CH:4]([C:6]2[CH:11]=[CH:10][C:9]([O:12][C:13]3[CH:18]=[CH:17][CH:16]=[CH:15][CH:14]=3)=[CH:8][CH:7]=2)[C:3]([OH:2])=[O:19])[CH2:24][CH2:23][CH2:22][CH2:21]1.[CH:20]1([S:25][CH:4]([C:6]2[CH:7]=[CH:8][C:9]([O:12][C:13]3[CH:14]=[CH:15][CH:16]=[CH:17][CH:18]=3)=[CH:10][CH:11]=2)[C:3]([NH:26][C:27]2[S:28][CH:29]=[CH:30][N:31]=2)=[O:19])[CH2:24][CH2:23][CH2:22][CH2:21]1. The catalyst class is: 1. (5) The catalyst class is: 5. Reactant: [Cl:1][C:2]1[CH:7]=[C:6]([C:8]2[N:12]=[C:11]([C:13]3[S:14][C:15]([C:24]([F:27])([F:26])[F:25])=[C:16]([C:18]4[CH:23]=[CH:22][CH:21]=[CH:20][CH:19]=4)[CH:17]=3)[O:10][N:9]=2)[CH:5]=[CH:4][C:3]=1[CH2:28][N:29]1[CH:33]=[CH:32][C:31]([C:34]([O:36]CC)=[O:35])=[N:30]1.[OH-].[Na+:40]. Product: [Na+:40].[Cl:1][C:2]1[CH:7]=[C:6]([C:8]2[N:12]=[C:11]([C:13]3[S:14][C:15]([C:24]([F:26])([F:25])[F:27])=[C:16]([C:18]4[CH:19]=[CH:20][CH:21]=[CH:22][CH:23]=4)[CH:17]=3)[O:10][N:9]=2)[CH:5]=[CH:4][C:3]=1[CH2:28][N:29]1[CH:33]=[CH:32][C:31]([C:34]([O-:36])=[O:35])=[N:30]1. (6) Reactant: [F:1][C:2]([F:18])([F:17])[CH2:3][NH:4][CH2:5][C:6]1[NH:7][C:8](=[O:16])[C:9]2[CH2:15][O:14][CH2:13][CH2:12][C:10]=2[N:11]=1.[F:19][C:20]1[CH:37]=[CH:36][C:23]([C:24]([CH:26]2[CH2:31][CH2:30][N:29]([CH2:32][C:33](O)=[O:34])[CH2:28][CH2:27]2)=[O:25])=[CH:22][CH:21]=1.CC#N.O. Product: [F:19][C:20]1[CH:21]=[CH:22][C:23]([C:24]([CH:26]2[CH2:27][CH2:28][N:29]([CH2:32][C:33]([N:4]([CH2:5][C:6]3[NH:7][C:8](=[O:16])[C:9]4[CH2:15][O:14][CH2:13][CH2:12][C:10]=4[N:11]=3)[CH2:3][C:2]([F:1])([F:17])[F:18])=[O:34])[CH2:30][CH2:31]2)=[O:25])=[CH:36][CH:37]=1. The catalyst class is: 106. (7) Reactant: [Cl:1][C:2]1[N:10]=[C:9]2[C:5]([N:6]=[C:7]([CH:12]=O)[N:8]2[CH3:11])=[C:4]([N:14]2[CH2:19][CH2:18][O:17][CH2:16][CH2:15]2)[N:3]=1.Cl.[O:21]1[CH2:26][CH2:25][CH:24]([CH:27]2[CH2:30][NH:29][CH2:28]2)[CH2:23][CH2:22]1.C(O[BH-](OC(=O)C)OC(=O)C)(=O)C.[Na+]. Product: [Cl:1][C:2]1[N:10]=[C:9]2[C:5]([N:6]=[C:7]([CH2:12][N:29]3[CH2:30][CH:27]([CH:24]4[CH2:25][CH2:26][O:21][CH2:22][CH2:23]4)[CH2:28]3)[N:8]2[CH3:11])=[C:4]([N:14]2[CH2:19][CH2:18][O:17][CH2:16][CH2:15]2)[N:3]=1. The catalyst class is: 26. (8) Reactant: [CH2:1]([O:3][C:4](=[O:36])[C@H:5]([CH2:17][C:18]1[CH:23]=[CH:22][C:21]([C:24]2[C:29]([O:30]C)=[CH:28][CH:27]=[CH:26][C:25]=2[O:32][CH2:33]OC)=[CH:20][CH:19]=1)[NH:6][C:7](=[O:16])[C:8]1[C:13]([Cl:14])=[CH:12][CH:11]=[CH:10][C:9]=1[Cl:15])[CH3:2].Cl. Product: [CH2:1]([O:3][C:4](=[O:36])[C@H:5]([CH2:17][C:18]1[CH:23]=[CH:22][C:21]([C:24]2[C:25]([O:32][CH3:33])=[CH:26][CH:27]=[CH:28][C:29]=2[OH:30])=[CH:20][CH:19]=1)[NH:6][C:7](=[O:16])[C:8]1[C:13]([Cl:14])=[CH:12][CH:11]=[CH:10][C:9]=1[Cl:15])[CH3:2]. The catalyst class is: 351.